From a dataset of Forward reaction prediction with 1.9M reactions from USPTO patents (1976-2016). Predict the product of the given reaction. (1) Given the reactants [Br:1][C:2]1[CH:7]=[CH:6][C:5]([C@@H:8]([N:10]2[CH2:15][CH2:14][C@@:13]([CH2:22][CH2:23]CS([O-])(=O)=O)([C:16]3[CH:21]=[CH:20][CH:19]=[CH:18][CH:17]=3)[O:12][C:11]2=[O:29])[CH3:9])=[CH:4][CH:3]=1.C([O-])([O-])=O.[K+].[K+].[S:36]1(=[O:42])(=[O:41])[CH2:40][CH2:39][CH2:38][NH:37]1, predict the reaction product. The product is: [Br:1][C:2]1[CH:7]=[CH:6][C:5]([C@@H:8]([N:10]2[CH2:15][CH2:14][C@:13]([CH2:22][CH2:23][N:37]3[CH2:38][CH2:39][CH2:40][S:36]3(=[O:42])=[O:41])([C:16]3[CH:21]=[CH:20][CH:19]=[CH:18][CH:17]=3)[O:12][C:11]2=[O:29])[CH3:9])=[CH:4][CH:3]=1. (2) The product is: [O:14]=[C:15]([OH:27])[C@@H:16]([C@H:18]([C@H:20]([C@@H:22]([C:24]([OH:26])=[O:25])[OH:23])[OH:21])[OH:19])[OH:17].[CH2:1]([NH:3][CH2:4][CH2:5][CH2:6][O:7][C:8]1[CH:9]=[N:10][CH:11]=[CH:12][CH:13]=1)[CH3:2].[CH2:1]([NH:3][CH2:4][CH2:5][CH2:6][O:7][C:8]1[CH:9]=[N:10][CH:11]=[CH:12][CH:13]=1)[CH3:2]. Given the reactants [CH2:1]([NH:3][CH2:4][CH2:5][CH2:6][O:7][C:8]1[CH:9]=[N:10][CH:11]=[CH:12][CH:13]=1)[CH3:2].[O:14]=[C:15]([OH:27])[C@@H:16]([C@H:18]([C@H:20]([C@@H:22]([C:24]([OH:26])=[O:25])[OH:23])[OH:21])[OH:19])[OH:17].O, predict the reaction product. (3) Given the reactants [CH:1]1([N:4]([CH2:6][C:7]2[CH:8]=[C:9]([C:21]#[CH:22])[CH:10]=[C:11]3[C:16]=2[O:15][C:14]([CH3:18])([CH3:17])[CH2:13][C:12]3([CH3:20])[CH3:19])[CH3:5])[CH2:3][CH2:2]1.[CH3:23][O:24][C:25](=[O:34])[CH2:26][C:27]1[CH:32]=[CH:31][C:30](I)=[CH:29][CH:28]=1, predict the reaction product. The product is: [CH3:23][O:24][C:25](=[O:34])[CH2:26][C:27]1[CH:28]=[CH:29][C:30]([C:22]#[C:21][C:9]2[CH:10]=[C:11]3[C:16](=[C:7]([CH2:6][N:4]([CH:1]4[CH2:2][CH2:3]4)[CH3:5])[CH:8]=2)[O:15][C:14]([CH3:17])([CH3:18])[CH2:13][C:12]3([CH3:20])[CH3:19])=[CH:31][CH:32]=1. (4) Given the reactants C(OC([NH:11][C@@H:12]([CH2:48][CH2:49][CH2:50][CH2:51][NH:52][C:53]([O:55][C:56]([CH3:59])([CH3:58])[CH3:57])=[O:54])[C:13]([N:15]([CH3:47])[C@H:16]1[C:33]2[CH:34]=[C:29]([C:30]([O:35][CH3:36])=[CH:31][CH:32]=2)[C:28]2=[CH:37][C:24](=[CH:25][CH:26]=[C:27]2[O:38][CH3:39])[CH2:23][C@@H:22]([C:40]([O:42][CH3:43])=[O:41])[NH:21][C:20](=[O:44])[C@H:19]([CH3:45])[NH:18][C:17]1=[O:46])=[O:14])=O)C1C=CC=CC=1.C1CC=CCC=1, predict the reaction product. The product is: [NH2:11][C@@H:12]([CH2:48][CH2:49][CH2:50][CH2:51][NH:52][C:53]([O:55][C:56]([CH3:57])([CH3:59])[CH3:58])=[O:54])[C:13]([N:15]([CH3:47])[C@H:16]1[C:33]2[CH:34]=[C:29]([C:30]([O:35][CH3:36])=[CH:31][CH:32]=2)[C:28]2=[CH:37][C:24](=[CH:25][CH:26]=[C:27]2[O:38][CH3:39])[CH2:23][C@@H:22]([C:40]([O:42][CH3:43])=[O:41])[NH:21][C:20](=[O:44])[C@H:19]([CH3:45])[NH:18][C:17]1=[O:46])=[O:14]. (5) The product is: [NH2:29][C@H:30]1[C@H:35]([OH:27])[CH2:34][CH2:33][N:32]([C:36]([O:38][CH2:39][C:40]2[CH:45]=[CH:44][CH:43]=[CH:42][CH:41]=2)=[O:37])[CH2:31]1. Given the reactants O1C=CN=C1C1OC2CCNCC=2N=1.C(OC(=O)C(OCC)=O)C.O=[N-].[O:27]1[C:35]2[CH2:34][CH2:33][N:32]([C:36]([O:38][CH2:39][C:40]3[CH:45]=[CH:44][CH:43]=[CH:42][CH:41]=3)=[O:37])[CH2:31][C:30]=2[N:29]=C1C(OCC)=O.COC(OC)CN, predict the reaction product. (6) Given the reactants [N:1]1([CH2:7]/[CH:8]=[CH:9]/[C:10]([O:12]CC)=[O:11])[CH2:6][CH2:5][NH:4][CH2:3][CH2:2]1.[Cl:15][C:16]1[C:21]([I:22])=[CH:20][C:19]([NH:23][CH2:24][C:25](O)=[O:26])=[C:18]([O:28][CH3:29])[CH:17]=1.CN(C(ON1N=NC2C=CC=NC1=2)=[N+](C)C)C.F[P-](F)(F)(F)(F)F.CCN(C(C)C)C(C)C.[OH-].[Li+], predict the reaction product. The product is: [Cl:15][C:16]1[C:21]([I:22])=[CH:20][C:19]([NH:23][CH2:24][C:25]([N:4]2[CH2:3][CH2:2][N:1]([CH2:7]/[CH:8]=[CH:9]/[C:10]([OH:12])=[O:11])[CH2:6][CH2:5]2)=[O:26])=[C:18]([O:28][CH3:29])[CH:17]=1. (7) Given the reactants [CH2:1]([O:3][C:4]([C:6]1[C:15](=[O:16])[N:14]2[C:9]([C:10]([CH3:18])=[C:11](Cl)[CH:12]=[CH:13]2)=[C:8]([CH:19]2[CH2:21][CH2:20]2)[CH:7]=1)=[O:5])[CH3:2].[CH3:22][O:23][C:24]1[CH:29]=[CH:28][C:27](B(O)O)=[CH:26][CH:25]=1.C([O-])([O-])=O.[Na+].[Na+], predict the reaction product. The product is: [CH2:1]([O:3][C:4]([C:6]1[C:15](=[O:16])[N:14]2[C:9]([C:10]([CH3:18])=[C:11]([C:27]3[CH:28]=[CH:29][C:24]([O:23][CH3:22])=[CH:25][CH:26]=3)[CH:12]=[CH:13]2)=[C:8]([CH:19]2[CH2:21][CH2:20]2)[CH:7]=1)=[O:5])[CH3:2]. (8) Given the reactants [Cl:1][C:2]1[CH:13]=[CH:12][C:11]([S:14]([N:17]2[CH2:22][CH2:21][CH2:20][CH2:19][CH2:18]2)(=[O:16])=[O:15])=[CH:10][C:3]=1[CH2:4][O:5][CH2:6][C:7]([OH:9])=O.CCN=C=N[CH2:28][CH2:29][CH2:30][N:31]([CH3:33])C.N1CCCC1, predict the reaction product. The product is: [Cl:1][C:2]1[CH:13]=[CH:12][C:11]([S:14]([N:17]2[CH2:22][CH2:21][CH2:20][CH2:19][CH2:18]2)(=[O:16])=[O:15])=[CH:10][C:3]=1[CH2:4][O:5][CH2:6][C:7]([N:31]1[CH2:30][CH2:29][CH2:28][CH2:33]1)=[O:9]. (9) Given the reactants [OH:1][C:2]1[CH:10]=[CH:9][C:5]([C:6]([OH:8])=[O:7])=[CH:4][C:3]=1[O:11][CH3:12].[OH-].[Na+].[CH2:15](Cl)[C:16]1[CH:21]=[CH:20][CH:19]=[CH:18][CH:17]=1.Cl, predict the reaction product. The product is: [CH2:15]([O:1][C:2]1[CH:10]=[CH:9][C:5]([C:6]([OH:8])=[O:7])=[CH:4][C:3]=1[O:11][CH3:12])[C:16]1[CH:21]=[CH:20][CH:19]=[CH:18][CH:17]=1. (10) Given the reactants [CH3:1][C:2]1[CH:7]=[C:6]([CH3:8])[CH:5]=[CH:4][C:3]=1[S:9][C:10]1[CH:15]=[CH:14][CH:13]=[CH:12][C:11]=1[N:16]1[CH2:21][CH2:20][NH:19][CH2:18][CH2:17]1.[ClH:22], predict the reaction product. The product is: [ClH:22].[CH3:1][C:2]1[CH:7]=[C:6]([CH3:8])[CH:5]=[CH:4][C:3]=1[S:9][C:10]1[CH:15]=[CH:14][CH:13]=[CH:12][C:11]=1[N:16]1[CH2:17][CH2:18][NH:19][CH2:20][CH2:21]1.